From a dataset of Forward reaction prediction with 1.9M reactions from USPTO patents (1976-2016). Predict the product of the given reaction. (1) Given the reactants [Cl:1][C:2]1[CH:7]=[C:6](I)[CH:5]=[CH:4][N:3]=1.C1(P(C2C=CC=CC=2)C2C=CC=CC=2)C=CC=CC=1.[C:28]([C:30]1[N:31]=[C:32]([CH3:42])[N:33]([C:35]2[CH:40]=[CH:39][C:38]([F:41])=[CH:37][CH:36]=2)[CH:34]=1)#[CH:29], predict the reaction product. The product is: [Cl:1][C:2]1[CH:7]=[C:6]([C:29]#[C:28][C:30]2[N:31]=[C:32]([CH3:42])[N:33]([C:35]3[CH:40]=[CH:39][C:38]([F:41])=[CH:37][CH:36]=3)[CH:34]=2)[CH:5]=[CH:4][N:3]=1. (2) Given the reactants [C:1]([O:5][C:6]([N:8]1[CH2:13][CH2:12][CH:11]([O:14][C:15]2[CH:24]=[C:23]([C:25]([CH3:28])([CH3:27])[CH3:26])[CH:22]=[CH:21][C:16]=2[C:17]([O:19]C)=[O:18])[CH2:10][CH2:9]1)=[O:7])([CH3:4])([CH3:3])[CH3:2], predict the reaction product. The product is: [C:1]([O:5][C:6]([N:8]1[CH2:13][CH2:12][CH:11]([O:14][C:15]2[CH:24]=[C:23]([C:25]([CH3:28])([CH3:27])[CH3:26])[CH:22]=[CH:21][C:16]=2[C:17]([OH:19])=[O:18])[CH2:10][CH2:9]1)=[O:7])([CH3:4])([CH3:3])[CH3:2]. (3) Given the reactants [F:1][C:2]1[CH:10]=[C:9]([F:11])[C:8]([N+:12]([O-:14])=[O:13])=[CH:7][C:3]=1[C:4](Cl)=[O:5].[CH2:15]([OH:17])[CH3:16], predict the reaction product. The product is: [CH2:15]([O:17][C:4](=[O:5])[C:3]1[CH:7]=[C:8]([N+:12]([O-:14])=[O:13])[C:9]([F:11])=[CH:10][C:2]=1[F:1])[CH3:16]. (4) Given the reactants Br[C:2]1[C:10]2[N:9]3[CH2:11][CH2:12][CH2:13][NH:14][C:15](=[O:16])[C:8]3=[C:7]([CH3:17])[C:6]=2[CH:5]=[C:4]([Cl:18])[CH:3]=1.[Cl:19][C:20]1[CH:25]=[CH:24][C:23](B(O)O)=[CH:22][CH:21]=1, predict the reaction product. The product is: [Cl:18][C:4]1[CH:3]=[C:2]([C:23]2[CH:24]=[CH:25][C:20]([Cl:19])=[CH:21][CH:22]=2)[C:10]2[N:9]3[CH2:11][CH2:12][CH2:13][NH:14][C:15](=[O:16])[C:8]3=[C:7]([CH3:17])[C:6]=2[CH:5]=1. (5) Given the reactants [CH3:1][NH:2][CH2:3][CH2:4][C@H:5]([O:11]C1C=CC=C2C=CC=CC=12)[C:6]1[S:10][CH:9]=[CH:8][CH:7]=1.[C:22]([O-])(=O)/C=C\C([O-])=O.[OH-].[Na+], predict the reaction product. The product is: [CH3:22][N:2]([CH3:1])[CH2:3][CH2:4][C@@H:5]([C:6]1[S:10][CH:9]=[CH:8][CH:7]=1)[OH:11]. (6) Given the reactants C(O)(=O)C.O.[Cl:6][C:7]1[CH:8]=[C:9]([N+:18]([O-])=O)[CH:10]=[C:11]([C:14]([F:17])([F:16])[F:15])[C:12]=1[F:13], predict the reaction product. The product is: [Cl:6][C:7]1[CH:8]=[C:9]([CH:10]=[C:11]([C:14]([F:17])([F:15])[F:16])[C:12]=1[F:13])[NH2:18]. (7) The product is: [ClH:46].[CH3:1][N:2]([CH3:43])[CH2:3][CH2:4][N:5]([CH3:42])[C:6](=[O:41])[C:7]1[CH:12]=[CH:11][C:10]([NH:13][C:14]([NH:16][C:17]2[CH:18]=[CH:19][C:20]([C:23]3[N:28]=[C:27]([N:29]4[CH2:30][CH2:31][O:32][CH2:33][CH2:34]4)[N:26]=[C:25]([N:35]4[CH2:40][CH2:39][O:38][CH2:37][CH2:36]4)[N:24]=3)=[CH:21][CH:22]=2)=[O:15])=[CH:9][CH:8]=1. Given the reactants [CH3:1][N:2]([CH3:43])[CH2:3][CH2:4][N:5]([CH3:42])[C:6](=[O:41])[C:7]1[CH:12]=[CH:11][C:10]([NH:13][C:14]([NH:16][C:17]2[CH:22]=[CH:21][C:20]([C:23]3[N:28]=[C:27]([N:29]4[CH2:34][CH2:33][O:32][CH2:31][CH2:30]4)[N:26]=[C:25]([N:35]4[CH2:40][CH2:39][O:38][CH2:37][CH2:36]4)[N:24]=3)=[CH:19][CH:18]=2)=[O:15])=[CH:9][CH:8]=1.CO.[ClH:46], predict the reaction product.